From a dataset of NCI-60 drug combinations with 297,098 pairs across 59 cell lines. Regression. Given two drug SMILES strings and cell line genomic features, predict the synergy score measuring deviation from expected non-interaction effect. (1) Drug 1: C1CCC(C(C1)N)N.C(=O)(C(=O)[O-])[O-].[Pt+4]. Drug 2: C(CCl)NC(=O)N(CCCl)N=O. Cell line: SF-268. Synergy scores: CSS=25.4, Synergy_ZIP=-3.33, Synergy_Bliss=-0.791, Synergy_Loewe=0.117, Synergy_HSA=2.04. (2) Drug 1: CC12CCC3C(C1CCC2=O)CC(=C)C4=CC(=O)C=CC34C. Drug 2: CC1CCCC2(C(O2)CC(NC(=O)CC(C(C(=O)C(C1O)C)(C)C)O)C(=CC3=CSC(=N3)C)C)C. Cell line: MCF7. Synergy scores: CSS=17.6, Synergy_ZIP=-0.106, Synergy_Bliss=0.960, Synergy_Loewe=0.127, Synergy_HSA=0.702. (3) Drug 2: CN(C(=O)NC(C=O)C(C(C(CO)O)O)O)N=O. Drug 1: CN1C(=O)N2C=NC(=C2N=N1)C(=O)N. Synergy scores: CSS=8.68, Synergy_ZIP=-2.10, Synergy_Bliss=2.20, Synergy_Loewe=0.698, Synergy_HSA=2.37. Cell line: SNB-75. (4) Drug 1: CC1=C(C=C(C=C1)NC2=NC=CC(=N2)N(C)C3=CC4=NN(C(=C4C=C3)C)C)S(=O)(=O)N.Cl. Drug 2: C1=CN(C(=O)N=C1N)C2C(C(C(O2)CO)O)O.Cl. Cell line: A549. Synergy scores: CSS=35.6, Synergy_ZIP=-0.419, Synergy_Bliss=-0.138, Synergy_Loewe=-37.9, Synergy_HSA=0.249. (5) Cell line: SNB-75. Synergy scores: CSS=-2.25, Synergy_ZIP=0.222, Synergy_Bliss=-2.77, Synergy_Loewe=-5.41, Synergy_HSA=-5.37. Drug 2: CCCCCOC(=O)NC1=NC(=O)N(C=C1F)C2C(C(C(O2)C)O)O. Drug 1: CN1C(=O)N2C=NC(=C2N=N1)C(=O)N. (6) Drug 1: CC(CN1CC(=O)NC(=O)C1)N2CC(=O)NC(=O)C2. Drug 2: COC1=CC(=CC(=C1O)OC)C2C3C(COC3=O)C(C4=CC5=C(C=C24)OCO5)OC6C(C(C7C(O6)COC(O7)C8=CC=CS8)O)O. Cell line: U251. Synergy scores: CSS=58.8, Synergy_ZIP=0.0646, Synergy_Bliss=2.30, Synergy_Loewe=3.89, Synergy_HSA=6.77. (7) Drug 1: CS(=O)(=O)C1=CC(=C(C=C1)C(=O)NC2=CC(=C(C=C2)Cl)C3=CC=CC=N3)Cl. Drug 2: C1=CN(C(=O)N=C1N)C2C(C(C(O2)CO)O)O.Cl. Cell line: LOX IMVI. Synergy scores: CSS=9.58, Synergy_ZIP=-11.2, Synergy_Bliss=-10.9, Synergy_Loewe=-24.6, Synergy_HSA=-8.80. (8) Drug 1: CC(C1=C(C=CC(=C1Cl)F)Cl)OC2=C(N=CC(=C2)C3=CN(N=C3)C4CCNCC4)N. Drug 2: CNC(=O)C1=CC=CC=C1SC2=CC3=C(C=C2)C(=NN3)C=CC4=CC=CC=N4. Cell line: HOP-62. Synergy scores: CSS=5.18, Synergy_ZIP=2.42, Synergy_Bliss=8.78, Synergy_Loewe=4.86, Synergy_HSA=5.25.